From a dataset of Peptide-MHC class I binding affinity with 185,985 pairs from IEDB/IMGT. Regression. Given a peptide amino acid sequence and an MHC pseudo amino acid sequence, predict their binding affinity value. This is MHC class I binding data. The peptide sequence is LTTVFIKYV. The MHC is HLA-A02:01 with pseudo-sequence HLA-A02:01. The binding affinity (normalized) is 0.356.